This data is from Full USPTO retrosynthesis dataset with 1.9M reactions from patents (1976-2016). The task is: Predict the reactants needed to synthesize the given product. (1) The reactants are: [F:1][C:2]1[CH:7]=[C:6]([C:8]2[CH:13]=[CH:12][C:11]([CH2:14][C:15]([OH:17])=O)=[CH:10][N:9]=2)[CH:5]=[CH:4][N:3]=1.[N:18]1[CH:23]=[CH:22][N:21]=[CH:20][C:19]=1[C:24]1[CH:25]=[CH:26][C:27]([NH2:30])=[N:28][CH:29]=1.C1(N=C=NC2CCCCC2)CCCCC1. Given the product [F:1][C:2]1[CH:7]=[C:6]([C:8]2[CH:13]=[CH:12][C:11]([CH2:14][C:15]([NH:30][C:27]3[CH:26]=[CH:25][C:24]([C:19]4[CH:20]=[N:21][CH:22]=[CH:23][N:18]=4)=[CH:29][N:28]=3)=[O:17])=[CH:10][N:9]=2)[CH:5]=[CH:4][N:3]=1, predict the reactants needed to synthesize it. (2) The reactants are: C(=O)([O-])[O-].[K+].[K+].F[C:8]1[CH:15]=[CH:14][CH:13]=[CH:12][C:9]=1[CH:10]=[O:11].[C:16]([NH:23][C@H:24]([C:33]([OH:35])=[O:34])[CH2:25][C:26]1[CH:31]=[CH:30][C:29]([OH:32])=[CH:28][CH:27]=1)([O:18][C:19]([CH3:22])([CH3:21])[CH3:20])=[O:17]. Given the product [C:19]([O:18][C:16]([NH:23][CH:24]([CH2:25][C:26]1[CH:31]=[CH:30][C:29]([O:32][C:8]2[CH:15]=[CH:14][CH:13]=[CH:12][C:9]=2[CH:10]=[O:11])=[CH:28][CH:27]=1)[C:33]([OH:35])=[O:34])=[O:17])([CH3:22])([CH3:20])[CH3:21], predict the reactants needed to synthesize it. (3) Given the product [CH3:1][O:2][C:3]([C:5]1[N:6]([CH3:20])[C:7]([C:10]2[S:18][C:17]3[C:12](=[N:13][CH:14]=[CH:15][C:16]=3[NH:31][C:27]3[CH:28]=[C:29]4[C:24](=[CH:25][CH:26]=3)[NH:23][C:22]([CH3:21])=[CH:30]4)[CH:11]=2)=[CH:8][N:9]=1)=[O:4], predict the reactants needed to synthesize it. The reactants are: [CH3:1][O:2][C:3]([C:5]1[N:6]([CH3:20])[C:7]([C:10]2[S:18][C:17]3[C:12](=[N:13][CH:14]=[CH:15][C:16]=3Cl)[CH:11]=2)=[CH:8][N:9]=1)=[O:4].[CH3:21][C:22]1[NH:23][C:24]2[C:29]([CH:30]=1)=[CH:28][C:27]([NH2:31])=[CH:26][CH:25]=2. (4) Given the product [CH:3]1([C:6]2[C:11]([C:12]3[CH:17]=[CH:16][C:15]([F:18])=[CH:14][CH:13]=3)=[C:10]([F:19])[C:9]([O:20][CH2:21][CH3:22])=[C:8]([CH2:23][N:24]3[CH2:27][C:26]4([CH2:31][C:30]([N:32]5[CH2:33][CH2:34][CH:35]([C:38]([OH:40])=[O:39])[CH2:36][CH2:37]5)=[N:29][O:28]4)[CH2:25]3)[CH:7]=2)[CH2:4][CH2:5]1, predict the reactants needed to synthesize it. The reactants are: [OH-].[Na+].[CH:3]1([C:6]2[C:11]([C:12]3[CH:17]=[CH:16][C:15]([F:18])=[CH:14][CH:13]=3)=[C:10]([F:19])[C:9]([O:20][CH2:21][CH3:22])=[C:8]([CH2:23][N:24]3[CH2:27][C:26]4([CH2:31][C:30]([N:32]5[CH2:37][CH2:36][CH:35]([C:38]([O:40]CC)=[O:39])[CH2:34][CH2:33]5)=[N:29][O:28]4)[CH2:25]3)[CH:7]=2)[CH2:5][CH2:4]1.